This data is from Reaction yield outcomes from USPTO patents with 853,638 reactions. The task is: Predict the reaction yield, written as a fraction of the theoretical maximum amount of product (1.0 means a 100% yield; for example, 0.34 means a 34% yield). (1) The reactants are Cl[C:2]1[N:10]=[C:9]([Cl:11])[CH:8]=[CH:7][C:3]=1[C:4]([NH2:6])=[O:5].Cl[C:13]1[C:18]([C:19](N)=O)=[CH:17][N:16]=[C:15](Cl)[CH:14]=1.[CH2:23](N(CC)CC)C. The catalyst is C(#N)C. The product is [CH2:17]([NH:16][C:2]1[N:10]=[C:9]([Cl:11])[CH:8]=[CH:7][C:3]=1[C:4]([NH2:6])=[O:5])[C:18]1[CH:13]=[CH:14][CH:15]=[CH:23][CH:19]=1. The yield is 0.540. (2) The reactants are Cl[C:2]1[CH:7]=C(Cl)N=CN=1.Br[C:10]1[N:15]=[C:14]([NH2:16])[CH:13]=[C:12](C)[CH:11]=1.CC1(C)[C:45]2[C:40](=C(P(C3C=CC=CC=3)C3C=CC=CC=3)C=CC=2)[O:39][C:21]2C(P(C3C=CC=CC=3)C3C=CC=CC=3)=CC=CC1=2.C(=O)([O-])[O-:61].[K+].[K+]. The catalyst is O1CCOCC1.C1C=CC(/C=C/C(/C=C/C2C=CC=CC=2)=O)=CC=1.C1C=CC(/C=C/C(/C=C/C2C=CC=CC=2)=O)=CC=1.C1C=CC(/C=C/C(/C=C/C2C=CC=CC=2)=O)=CC=1.[Pd].[Pd]. The product is [NH2:16][C:14]1[CH:13]=[CH:12][C:11]([C:10]([NH:15][CH2:45][CH2:40][O:39][CH3:21])=[O:61])=[CH:2][CH:7]=1. The yield is 0.330. (3) The reactants are FC(F)(F)S(O[C:7]1[CH:12]=[CH:11][CH:10]=[C:9]([C:13]2[CH:30]=[CH:29][C:28]3[C:27]4[C:22](=[CH:23][CH:24]=[CH:25][CH:26]=4)[C:21]4[C:16](=[CH:17][CH:18]=[CH:19][CH:20]=4)[C:15]=3[CH:14]=2)[CH:8]=1)(=O)=O.[CH:33]1[C:41]2[C:40]3[CH:42]=[CH:43][CH:44]=[CH:45][C:39]=3[S:38][C:37]=2[C:36](B(O)O)=[CH:35][CH:34]=1.C1(P(C2CCCCC2)C2C=CC=CC=2C2C(OC)=CC=CC=2OC)CCCCC1.[O-]P([O-])([O-])=O.[K+].[K+].[K+]. The catalyst is C1C=CC(/C=C/C(/C=C/C2C=CC=CC=2)=O)=CC=1.C1C=CC(/C=C/C(/C=C/C2C=CC=CC=2)=O)=CC=1.C1C=CC(/C=C/C(/C=C/C2C=CC=CC=2)=O)=CC=1.[Pd].[Pd].O.C1(C)C=CC=CC=1. The product is [CH:14]1[C:15]2[C:16]3[C:21](=[CH:20][CH:19]=[CH:18][CH:17]=3)[C:22]3[C:27](=[CH:26][CH:25]=[CH:24][CH:23]=3)[C:28]=2[CH:29]=[CH:30][C:13]=1[C:9]1[CH:8]=[C:7]([C:36]2[C:37]3[S:38][C:39]4[CH:45]=[CH:44][CH:43]=[CH:42][C:40]=4[C:41]=3[CH:33]=[CH:34][CH:35]=2)[CH:12]=[CH:11][CH:10]=1. The yield is 0.880.